Regression/Classification. Given a drug SMILES string, predict its absorption, distribution, metabolism, or excretion properties. Task type varies by dataset: regression for continuous measurements (e.g., permeability, clearance, half-life) or binary classification for categorical outcomes (e.g., BBB penetration, CYP inhibition). Dataset: b3db_classification. From a dataset of Blood-brain barrier permeability classification from the B3DB database. (1) The compound is Cc1nnc(NS(=O)(=O)c2ccc(N)cc2)s1. The result is 0 (does not penetrate BBB). (2) The molecule is CN1CCCCC1CCN1c2ccccc2Sc2ccc(S(C)(=O)=O)cc21. The result is 1 (penetrates BBB). (3) The compound is CN1C[C@H](C(=O)N[C@]2(C)O[C@@]3(O)[C@@H]4CCCN4C(=O)[C@H](Cc4ccccc4)N3C2=O)C=C2c3cccc4[nH]cc(c34)C[C@H]21. The result is 1 (penetrates BBB). (4) The compound is NC(=O)CN1Cc2ccccc2OC1=O. The result is 1 (penetrates BBB). (5) The molecule is COc1ccc([C@H]2[C@H](CO)[C@@H]2S(=O)(=O)c2ccc(Cl)cc2)cc1. The result is 0 (does not penetrate BBB). (6) The compound is Nc1ccccc1NC(=O)c1ccc(CNC(=O)OCc2ccccc2)cc1. The result is 1 (penetrates BBB). (7) The molecule is CCCC1(C)COB(c2ccc(C)cc2)OC1. The result is 1 (penetrates BBB). (8) The result is 0 (does not penetrate BBB). The drug is CN(C)C(=O)Oc1cc(OC(=O)N(C)C)cc(C(O)CNC(C)(C)C)c1. (9) The compound is CC(=O)N1CCN(C(=O)Cc2ccc([N+](=O)[O-])cc2)C(CN2CCC(O)C2)C1. The result is 0 (does not penetrate BBB).